From a dataset of Forward reaction prediction with 1.9M reactions from USPTO patents (1976-2016). Predict the product of the given reaction. (1) Given the reactants [F:1][C:2]([F:13])([F:12])[C:3]1[CH:7]=[CH:6][NH:5][C:4]=1[C:8]([O:10][CH3:11])=[O:9].[Cl:14][C:15]1[CH:20]=[CH:19][C:18](B(O)O)=[CH:17][CH:16]=1.N1C=CC=CC=1, predict the reaction product. The product is: [Cl:14][C:15]1[CH:20]=[CH:19][C:18]([N:5]2[CH:6]=[CH:7][C:3]([C:2]([F:1])([F:12])[F:13])=[C:4]2[C:8]([O:10][CH3:11])=[O:9])=[CH:17][CH:16]=1. (2) Given the reactants Cl.[CH3:2][C:3]1[CH:4]=[C:5]([CH:15]([NH2:17])[CH3:16])[CH:6]=[N:7][C:8]=1[O:9][CH2:10][C:11]([F:14])([F:13])[F:12].[NH2:18][C:19]1[N:24]=[C:23]([C:25](O)=[O:26])[CH:22]=[CH:21][N:20]=1, predict the reaction product. The product is: [NH2:18][C:19]1[N:24]=[C:23]([C:25]([NH:17][CH:15]([C:5]2[CH:6]=[N:7][C:8]([O:9][CH2:10][C:11]([F:14])([F:12])[F:13])=[C:3]([CH3:2])[CH:4]=2)[CH3:16])=[O:26])[CH:22]=[CH:21][N:20]=1. (3) Given the reactants [OH:1][C:2]1[CH:11]=[C:10]2[C:5]([CH:6]=[C:7]([NH:12][C:13]([CH:15]3[CH2:17][CH2:16]3)=[O:14])[N:8]=[CH:9]2)=[CH:4][CH:3]=1.Br[C:19](P(=O)(OCC)OCC)([F:21])[F:20], predict the reaction product. The product is: [F:20][CH:19]([F:21])[O:1][C:2]1[CH:11]=[C:10]2[C:5]([CH:6]=[C:7]([NH:12][C:13]([CH:15]3[CH2:16][CH2:17]3)=[O:14])[N:8]=[CH:9]2)=[CH:4][CH:3]=1. (4) Given the reactants [CH2:1]([C:3]1([CH3:11])[CH2:8][CH2:7][O:6][S:5](=[O:10])(=[O:9])[NH:4]1)[CH3:2].CCN(CC)CC.[CH3:19][C:20]([O:23][C:24](O[C:24]([O:23][C:20]([CH3:22])([CH3:21])[CH3:19])=[O:25])=[O:25])([CH3:22])[CH3:21], predict the reaction product. The product is: [CH2:1]([C:3]1([CH3:11])[CH2:8][CH2:7][O:6][S:5](=[O:9])(=[O:10])[N:4]1[C:24]([O:23][C:20]([CH3:22])([CH3:21])[CH3:19])=[O:25])[CH3:2]. (5) Given the reactants [OH:1][C@@H:2]1[CH2:6][C@H:5]([C:7]([O:9][CH2:10][CH3:11])=[O:8])[C@H:4]([CH3:12])[CH2:3]1.[CH3:13][S:14](Cl)(=[O:16])=[O:15], predict the reaction product. The product is: [CH3:12][C@@H:4]1[CH2:3][C@H:2]([O:1][S:14]([CH3:13])(=[O:16])=[O:15])[CH2:6][C@@H:5]1[C:7]([O:9][CH2:10][CH3:11])=[O:8]. (6) Given the reactants [CH3:1][C:2]1([CH3:12])[O:6][C:5](=[CH:7][C:8](Cl)=[O:9])[C:4](=[O:11])[O:3]1.[F:13][C:14]1[CH:31]=[CH:30][C:17]([CH2:18][NH:19][O:20][CH2:21][CH2:22][CH2:23][N:24]2[CH2:29][CH2:28][O:27][CH2:26][CH2:25]2)=[CH:16][CH:15]=1, predict the reaction product. The product is: [CH3:1][C:2]1([CH3:12])[O:6][C:5](=[CH:7][C:8]([N:19]([CH2:18][C:17]2[CH:16]=[CH:15][C:14]([F:13])=[CH:31][CH:30]=2)[O:20][CH2:21][CH2:22][CH2:23][N:24]2[CH2:29][CH2:28][O:27][CH2:26][CH2:25]2)=[O:9])[C:4](=[O:11])[O:3]1. (7) The product is: [CH3:21][C:10]([N:9]([CH2:8][C:7](=[O:22])[CH:6]([CH3:5])[CH3:23])[C:1](=[O:3])[CH3:2])([C:12]1[CH:17]=[CH:16][CH:15]=[C:14]([N+:18]([O-:20])=[O:19])[CH:13]=1)[CH3:11]. Given the reactants [C:1](Cl)(=[O:3])[CH3:2].[CH3:5][CH:6]([CH3:23])[C:7](=[O:22])[CH2:8][NH:9][C:10]([CH3:21])([C:12]1[CH:17]=[CH:16][CH:15]=[C:14]([N+:18]([O-:20])=[O:19])[CH:13]=1)[CH3:11].C(N(CC)CC)C, predict the reaction product. (8) Given the reactants [CH3:1][O:2][C:3](=[O:30])[C@H:4]([C:6]1[CH:7]=[C:8]([C:16]2[CH:21]=[CH:20][C:19]([C:22]([F:25])([F:24])[F:23])=[CH:18][C:17]=2[CH2:26][NH:27][CH2:28][CH3:29])[CH:9]=[C:10]([C:12]([F:15])([F:14])[F:13])[CH:11]=1)[CH3:5].[CH2:31]([N:38]=[C:39]=[O:40])[C:32]1[CH:37]=[CH:36][CH:35]=[CH:34][CH:33]=1, predict the reaction product. The product is: [CH3:1][O:2][C:3](=[O:30])[C@H:4]([C:6]1[CH:7]=[C:8]([C:16]2[CH:21]=[CH:20][C:19]([C:22]([F:23])([F:24])[F:25])=[CH:18][C:17]=2[CH2:26][N:27]([CH2:28][CH3:29])[C:39]([NH:38][CH2:31][C:32]2[CH:37]=[CH:36][CH:35]=[CH:34][CH:33]=2)=[O:40])[CH:9]=[C:10]([C:12]([F:14])([F:15])[F:13])[CH:11]=1)[CH3:5]. (9) Given the reactants [C:1]([O:9][C@@H:10]1[CH2:16][C@@H:15]([O:17][C:18](=[O:25])[C:19]2[CH:24]=[CH:23][CH:22]=[CH:21][CH:20]=2)[C@H:14]([CH3:26])[O:13][C:11]1=[O:12])(=[O:8])[C:2]1[CH:7]=[CH:6][CH:5]=[CH:4][CH:3]=1.C([BH2-]CCC(C)C)CC(C)C.OO.[OH-].[Na+], predict the reaction product. The product is: [C:1]([O:9][C@@H:10]1[CH2:16][C@@H:15]([O:17][C:18](=[O:25])[C:19]2[CH:20]=[CH:21][CH:22]=[CH:23][CH:24]=2)[C@H:14]([CH3:26])[O:13][CH:11]1[OH:12])(=[O:8])[C:2]1[CH:7]=[CH:6][CH:5]=[CH:4][CH:3]=1.